Dataset: CYP2D6 inhibition data for predicting drug metabolism from PubChem BioAssay. Task: Regression/Classification. Given a drug SMILES string, predict its absorption, distribution, metabolism, or excretion properties. Task type varies by dataset: regression for continuous measurements (e.g., permeability, clearance, half-life) or binary classification for categorical outcomes (e.g., BBB penetration, CYP inhibition). Dataset: cyp2d6_veith. (1) The result is 0 (non-inhibitor). The molecule is O=C(O)C=C1CCN(c2ncc(C(F)(F)F)cc2Cl)CC1. (2) The molecule is Cc1cc2ccccc2c[n+]1CC(O)C[n+]1cc2ccccc2cc1C. The result is 1 (inhibitor).